The task is: Predict the reactants needed to synthesize the given product.. This data is from Full USPTO retrosynthesis dataset with 1.9M reactions from patents (1976-2016). (1) Given the product [CH3:1][C:2]1[CH:3]=[C:4]([N:9]([CH2:24][CH2:25][C:26]2[CH:27]=[CH:28][C:29]([CH3:32])=[CH:30][CH:31]=2)[C:10](=[O:11])[CH:12]([NH:38][CH2:37][CH2:36][O:35][CH2:33][CH3:34])[C:13]2[CH:18]=[CH:17][CH:16]=[CH:15][CH:14]=2)[CH:5]=[CH:6][C:7]=1[CH3:8], predict the reactants needed to synthesize it. The reactants are: [CH3:1][C:2]1[CH:3]=[C:4]([N:9]([CH2:24][CH2:25][C:26]2[CH:31]=[CH:30][C:29]([CH3:32])=[CH:28][CH:27]=2)[C:10]([CH:12](OS(C)(=O)=O)[C:13]2[CH:18]=[CH:17][CH:16]=[CH:15][CH:14]=2)=[O:11])[CH:5]=[CH:6][C:7]=1[CH3:8].[CH2:33]([O:35][CH2:36][CH2:37][NH2:38])[CH3:34]. (2) Given the product [NH2:23][C:19]1[CH:18]=[C:17]([O:16][C:13]2[CH:12]=[CH:11][C:10]([NH:9][C:8]([NH:7][C:1](=[O:6])[C:2]([CH3:4])([CH3:3])[CH3:5])=[O:31])=[N:15][CH:14]=2)[CH:22]=[CH:21][N:20]=1, predict the reactants needed to synthesize it. The reactants are: [C:1]([NH:7][C:8](=[O:31])[NH:9][C:10]1[N:15]=[CH:14][C:13]([O:16][C:17]2[CH:22]=[CH:21][N:20]=[C:19]([NH:23]C(=O)OC(C)(C)C)[CH:18]=2)=[CH:12][CH:11]=1)(=[O:6])[C:2]([CH3:5])([CH3:4])[CH3:3]. (3) Given the product [Cl:1][C:2]1[C:3]([C:23]2[N:27]3[CH:28]=[CH:29][CH:30]=[CH:31][C:26]3=[N:25][CH:24]=2)=[N:4][C:5]([NH:8][C:9]2[CH:14]=[CH:13][C:12]([N:15]3[CH2:16][CH2:17][N:18]([CH2:33][C:34]([NH:36][CH3:37])=[O:35])[CH2:19][CH2:20]3)=[CH:11][C:10]=2[O:21][CH3:22])=[N:6][CH:7]=1, predict the reactants needed to synthesize it. The reactants are: [Cl:1][C:2]1[C:3]([C:23]2[N:27]3[CH:28]=[CH:29][CH:30]=[CH:31][C:26]3=[N:25][CH:24]=2)=[N:4][C:5]([NH:8][C:9]2[CH:14]=[CH:13][C:12]([N:15]3[CH2:20][CH2:19][NH:18][CH2:17][CH2:16]3)=[CH:11][C:10]=2[O:21][CH3:22])=[N:6][CH:7]=1.Cl[CH2:33][C:34]([NH:36][CH3:37])=[O:35]. (4) Given the product [Cl:1][C:2]1[CH:11]=[CH:10][CH:9]=[C:8]2[C:3]=1[N:4]=[CH:5][CH:6]=[N+:7]2[O-:20], predict the reactants needed to synthesize it. The reactants are: [Cl:1][C:2]1[CH:11]=[CH:10][CH:9]=[C:8]2[C:3]=1[N:4]=[CH:5][CH:6]=[N:7]2.C1C=C(Cl)C=C(C(OO)=[O:20])C=1. (5) Given the product [CH3:1][C:2]1[O:6][N:5]=[C:4]([C:7]2[S:9][CH:11]=[C:12]([C:13]([O:15][CH2:16][CH3:17])=[O:14])[N:8]=2)[CH:3]=1, predict the reactants needed to synthesize it. The reactants are: [CH3:1][C:2]1[O:6][N:5]=[C:4]([C:7](=[S:9])[NH2:8])[CH:3]=1.Br[CH2:11][C:12](=O)[C:13]([O:15][CH2:16][CH3:17])=[O:14].N1C(C)=CC=CC=1C.C(=O)(O)[O-].[Na+].